Task: Predict the product of the given reaction.. Dataset: Forward reaction prediction with 1.9M reactions from USPTO patents (1976-2016) (1) Given the reactants [F:1][C:2]1[CH:7]=[CH:6][CH:5]=[CH:4][C:3]=1[C:8](=[O:15])[CH2:9][C:10]([O:12][CH2:13][CH3:14])=[O:11].[C:16]([O-])([O-])=O.[K+].[K+].IC.CC(O)=O.O, predict the reaction product. The product is: [F:1][C:2]1[CH:7]=[CH:6][CH:5]=[CH:4][C:3]=1[C:8](=[O:15])[CH:9]([CH3:16])[C:10]([O:12][CH2:13][CH3:14])=[O:11]. (2) Given the reactants C(O[Si](OCC)(OCC)CCC/C(/C([O-])=O)=C(/CCC[Si](OCC)(OCC)OCC)\C([O-])=O)C.C(N(CCCC)CCCC)CCC.[CH3:48][C:49]1[C:54]([CH2:55][N:56]2[CH2:61][CH2:60][CH:59]([N:62]3[CH2:67][CH2:66][CH:65]([N:68]4[C:76](=[O:77])[NH:75][C:74]5[C:69]4=[CH:70][CH:71]=[CH:72][CH:73]=5)[CH2:64][CH2:63]3)[CH2:58][CH2:57]2)=[CH:53][CH:52]=[CH:51][CH:50]=1.C(OCCC[Si](OCC)(OCC)OCC)(=O)/C=C/C(OCCC[Si](OCC)(OCC)OCC)=O, predict the reaction product. The product is: [CH2:71]1[CH2:70][CH2:69][N:68]2[C:76](=[N:75][CH2:74][CH2:66][CH2:65]2)[CH2:73][CH2:72]1.[CH3:48][C:49]1[C:54]([CH2:55][N:56]2[CH2:57][CH2:58][CH:59]([N:62]3[CH2:67][CH2:66][CH:65]([N:68]4[C:76](=[O:77])[NH:75][C:74]5[C:69]4=[CH:70][CH:71]=[CH:72][CH:73]=5)[CH2:64][CH2:63]3)[CH2:60][CH2:61]2)=[CH:53][CH:52]=[CH:51][CH:50]=1. (3) Given the reactants [NH2:1][C:2]1[CH:7]=[CH:6][C:5]([CH2:8][C@H:9]([N:12]([CH2:24][C:25]2[CH:30]=[CH:29][CH:28]=[CH:27][CH:26]=2)[CH2:13][C@H:14]([OH:23])[CH2:15][O:16][C:17]2[CH:22]=[CH:21][CH:20]=[CH:19][CH:18]=2)[CH2:10][OH:11])=[CH:4][CH:3]=1.[C:31](O)(=[O:38])[C:32]1[CH:37]=[CH:36][CH:35]=[CH:34][CH:33]=1.Cl.CN(C)CCCN=C=NCC, predict the reaction product. The product is: [CH2:24]([N:12]([C@H:9]([CH2:10][OH:11])[CH2:8][C:5]1[CH:6]=[CH:7][C:2]([NH:1][C:31](=[O:38])[C:32]2[CH:37]=[CH:36][CH:35]=[CH:34][CH:33]=2)=[CH:3][CH:4]=1)[CH2:13][C@H:14]([OH:23])[CH2:15][O:16][C:17]1[CH:18]=[CH:19][CH:20]=[CH:21][CH:22]=1)[C:25]1[CH:26]=[CH:27][CH:28]=[CH:29][CH:30]=1. (4) Given the reactants [NH:1]1[C:5]2[CH:6]=[CH:7][CH:8]=[CH:9][C:4]=2[N:3]=[C:2]1[CH2:10][N:11]1[CH:16]=[CH:15][C:14]2[O:17][C:18]([CH3:20])=[CH:19][C:13]=2[C:12]1=[O:21].C(=O)([O-])[O-].[K+].[K+].[CH2:28]([N:30]1[C:36](=[O:37])[C:35]([CH3:39])([CH3:38])[C:34](=[O:40])[N:33]([CH3:41])[C:32]2[CH:42]=[C:43]([O:46][CH2:47][CH2:48][CH2:49]I)[CH:44]=[CH:45][C:31]1=2)[CH3:29], predict the reaction product. The product is: [CH2:28]([N:30]1[C:36](=[O:37])[C:35]([CH3:38])([CH3:39])[C:34](=[O:40])[N:33]([CH3:41])[C:32]2[CH:42]=[C:43]([O:46][CH2:47][CH2:48][CH2:49][N:1]3[C:5]4[CH:6]=[CH:7][CH:8]=[CH:9][C:4]=4[N:3]=[C:2]3[CH2:10][N:11]3[CH:16]=[CH:15][C:14]4[O:17][C:18]([CH3:20])=[CH:19][C:13]=4[C:12]3=[O:21])[CH:44]=[CH:45][C:31]1=2)[CH3:29].